Dataset: CYP2C9 inhibition data for predicting drug metabolism from PubChem BioAssay. Task: Regression/Classification. Given a drug SMILES string, predict its absorption, distribution, metabolism, or excretion properties. Task type varies by dataset: regression for continuous measurements (e.g., permeability, clearance, half-life) or binary classification for categorical outcomes (e.g., BBB penetration, CYP inhibition). Dataset: cyp2c9_veith. The drug is N#CC(c1ccccn1)(c1ncc(C(F)(F)F)cc1Cl)N1CCOCC1. The result is 0 (non-inhibitor).